From a dataset of Peptide-MHC class I binding affinity with 185,985 pairs from IEDB/IMGT. Regression. Given a peptide amino acid sequence and an MHC pseudo amino acid sequence, predict their binding affinity value. This is MHC class I binding data. (1) The peptide sequence is GMFANRWII. The MHC is SLA-30401 with pseudo-sequence SLA-30401. The binding affinity (normalized) is 0.276. (2) The peptide sequence is SRKKGFLGL. The MHC is HLA-A30:01 with pseudo-sequence HLA-A30:01. The binding affinity (normalized) is 0.127. (3) The peptide sequence is DEVDLYLLM. The MHC is Mamu-A11 with pseudo-sequence Mamu-A11. The binding affinity (normalized) is 0.188. (4) The peptide sequence is SLASIGTSF. The MHC is HLA-B27:05 with pseudo-sequence HLA-B27:05. The binding affinity (normalized) is 0.0847. (5) The MHC is HLA-B44:02 with pseudo-sequence HLA-B44:02. The peptide sequence is AERGPGQML. The binding affinity (normalized) is 0.766. (6) The peptide sequence is KAFKKFPSG. The MHC is HLA-B15:01 with pseudo-sequence HLA-B15:01. The binding affinity (normalized) is 0.260.